Dataset: Full USPTO retrosynthesis dataset with 1.9M reactions from patents (1976-2016). Task: Predict the reactants needed to synthesize the given product. (1) The reactants are: Cl.[OH2:2].[NH:3]1[CH2:8][CH2:7][C:6](=O)[CH2:5][CH2:4]1.[F:10][C:11]1[CH:19]=[C:18]([F:20])[CH:17]=[CH:16][C:12]=1[C:13](Cl)=[O:14]. Given the product [F:10][C:11]1[CH:19]=[C:18]([F:20])[CH:17]=[CH:16][C:12]=1[C:13]([CH:6]1[CH2:7][CH2:8][NH:3][C:4](=[O:2])[CH2:5]1)=[O:14], predict the reactants needed to synthesize it. (2) Given the product [C:1]([N:4]1[C:13]2[C:8](=[CH:9][CH:10]=[CH:11][CH:12]=2)[C@H:7]([NH:24][C:23]2[CH:22]=[CH:21][C:20]([O:19][CH:16]([CH3:18])[CH3:17])=[CH:26][CH:25]=2)[CH2:6][C@@H:5]1[CH3:15])(=[O:3])[CH3:2].[ClH:27], predict the reactants needed to synthesize it. The reactants are: [C:1]([N:4]1[C:13]2[C:8](=[CH:9][CH:10]=[CH:11][CH:12]=2)[C:7](=O)[CH2:6][CH:5]1[CH3:15])(=[O:3])[CH3:2].[CH:16]([O:19][C:20]1[CH:26]=[CH:25][C:23]([NH2:24])=[CH:22][CH:21]=1)([CH3:18])[CH3:17].[ClH:27]. (3) Given the product [I-:15].[CH3:13][N+:2]([CH3:14])([CH3:1])[CH2:3][C:4]1[CH:9]=[CH:8][C:7]([O:10][CH3:11])=[C:6]([OH:12])[CH:5]=1, predict the reactants needed to synthesize it. The reactants are: [CH3:1][N:2]([CH3:13])[CH2:3][C:4]1[CH:9]=[CH:8][C:7]([O:10][CH3:11])=[C:6]([OH:12])[CH:5]=1.[CH3:14][I:15].